From a dataset of Reaction yield outcomes from USPTO patents with 853,638 reactions. Predict the reaction yield, written as a fraction of the theoretical maximum amount of product (1.0 means a 100% yield; for example, 0.34 means a 34% yield). (1) The catalyst is C(#N)C. The product is [S:1]1[CH:5]=[CH:4][C:3]([C:6]2[C:11]([O:12][CH2:14][C:15]([O:17][CH3:18])=[O:16])=[CH:10][CH:9]=[CH:8][N:7]=2)=[CH:2]1. The yield is 0.670. The reactants are [S:1]1[CH:5]=[CH:4][C:3]([C:6]2[C:11]([OH:12])=[CH:10][CH:9]=[CH:8][N:7]=2)=[CH:2]1.Br[CH2:14][C:15]([O:17][CH3:18])=[O:16].C(=O)([O-])[O-].[Cs+].[Cs+].O. (2) The reactants are [N+:1]([C:4]1[CH:9]=[CH:8][C:7]([C:10]([CH3:17])([CH3:16])[C:11]([O:13][CH2:14][CH3:15])=[O:12])=[CH:6][CH:5]=1)([O-])=O.C([O-])=O.[K+]. The catalyst is CCO.O.[Pd]. The product is [NH2:1][C:4]1[CH:5]=[CH:6][C:7]([C:10]([CH3:16])([CH3:17])[C:11]([O:13][CH2:14][CH3:15])=[O:12])=[CH:8][CH:9]=1. The yield is 0.850.